From a dataset of Reaction yield outcomes from USPTO patents with 853,638 reactions. Predict the reaction yield, written as a fraction of the theoretical maximum amount of product (1.0 means a 100% yield; for example, 0.34 means a 34% yield). (1) The reactants are [C:1]([C:3]1[CH:8]=[CH:7][C:6]([S:9](Cl)(=[O:11])=[O:10])=[CH:5][CH:4]=1)#[N:2].[CH2:13]([O:15][C:16]1[CH:29]=[CH:28][C:19]([CH2:20][NH:21][CH2:22][C:23]2[O:24][CH:25]=[CH:26][CH:27]=2)=[CH:18][CH:17]=1)[CH3:14].C(N(CC)CC)C. The catalyst is C(Cl)Cl.O. The product is [C:1]([C:3]1[CH:8]=[CH:7][C:6]([S:9]([N:21]([CH2:20][C:19]2[CH:18]=[CH:17][C:16]([O:15][CH2:13][CH3:14])=[CH:29][CH:28]=2)[CH2:22][C:23]2[O:24][CH:25]=[CH:26][CH:27]=2)(=[O:11])=[O:10])=[CH:5][CH:4]=1)#[N:2]. The yield is 0.680. (2) The reactants are [C:1]([O:20][CH2:21][C:22]1[CH:27]=[CH:26][C:25]([C:28]2[CH:33]=[CH:32][C:31]([CH2:34][O:35][C:36]([C:49]3[CH:54]=[CH:53][CH:52]=[CH:51][CH:50]=3)([C:43]3[CH:48]=[CH:47][CH:46]=[CH:45][CH:44]=3)[C:37]3[CH:42]=[CH:41][CH:40]=[CH:39][CH:38]=3)=[CH:30][CH:29]=2)=[C:24]([N+:55]([O-])=O)[CH:23]=1)([C:14]1[CH:19]=[CH:18][CH:17]=[CH:16][CH:15]=1)([C:8]1[CH:13]=[CH:12][CH:11]=[CH:10][CH:9]=1)[C:2]1[CH:7]=[CH:6][CH:5]=[CH:4][CH:3]=1. The catalyst is C(OP(OCC)OCC)C. The product is [C:1]([O:20][CH2:21][C:22]1[CH:27]=[CH:26][C:25]2[C:28]3[C:33](=[CH:32][C:31]([CH2:34][O:35][C:36]([C:49]4[CH:54]=[CH:53][CH:52]=[CH:51][CH:50]=4)([C:43]4[CH:48]=[CH:47][CH:46]=[CH:45][CH:44]=4)[C:37]4[CH:42]=[CH:41][CH:40]=[CH:39][CH:38]=4)=[CH:30][CH:29]=3)[NH:55][C:24]=2[CH:23]=1)([C:14]1[CH:19]=[CH:18][CH:17]=[CH:16][CH:15]=1)([C:8]1[CH:13]=[CH:12][CH:11]=[CH:10][CH:9]=1)[C:2]1[CH:7]=[CH:6][CH:5]=[CH:4][CH:3]=1. The yield is 0.600.